This data is from Drug-target binding data from BindingDB using IC50 measurements. The task is: Regression. Given a target protein amino acid sequence and a drug SMILES string, predict the binding affinity score between them. We predict pIC50 (pIC50 = -log10(IC50 in M); higher means more potent). Dataset: bindingdb_ic50. (1) The compound is COc1ccc(OC)c(S(=O)(=O)NCCCNc2nc(C(=O)c3ccccc3C)cs2)c1. The target protein (O70342) has sequence MEVKLEEHFNKTFVTENNTAASQNTASPAWEDYRGTENNTSAARNTAFPVWEDYRGSVDDLQYFLIGLYTFVSLLGFMGNLLILMAVMKKRNQKTTVNFLIGNLAFSDILVVLFCSPFTLTSVLLDQWMFGKAMCHIMPFLQCVSVLVSTLILISIAIVRYHMIKHPISNNLTANHGYFLIATVWTLGFAICSPLPVFHSLVELKETFGSALLSSKYLCVESWPSDSYRIAFTISLLLVQYILPLVCLTVSHTSVCRSISCGLSHKENRLEENEMINLTLHPSKKSRDQAKPPSTQKWSYSFIRKHRRRYSKKTACVLPAPAGPSQEKHLTVPENPGSVRSQLSPSSKVIPGVPICFEVKPEESSDAQEMRVKRSLTRIKKRSRSVFYRLTILILVFAVSWMPLHVFHVVTDFNDNLISNRHFKLVYCICHLLGMMSCCLNPILYGFLNNGIKADLRALIHCLHMS. The pIC50 is 7.8. (2) The compound is CC(C)Cc1ccc(-c2[nH]ncc2CN(C)CCN)cc1. The target protein sequence is MENFVATLANGMSLQPPLEEVSCGQAESSEKPNAEDMTSKDYYFDSYAHFGIHEEMLKDEVRTLTYRNSMFHNRHLFKDKVVLDVGSGTGILCMFAAKAGARKVIGIECSSISDYAVKIVKANKLDHVVTIIKGKVEEVELPVEKVDIIISEWMGYCLFYESMLNTVLYARDKWLAPDGLIFPDRATLYVTAIEDRQYKDYKIHWWENVYGFDMSCIKDVAIKEPLVDVVDPKQLVTNACLIKEVDIYTVKVEDLTFTSPFCLQVKRNDYVHALVAYFNIEFTRCHKRTGFSTSPESPYTHWKQTVFYMEDYLTVKTGEEIFGTIGMRPNAKNNRDLDFTIDLDFKGQLCELSCSTDYRMR. The pIC50 is 8.3.